Dataset: Forward reaction prediction with 1.9M reactions from USPTO patents (1976-2016). Task: Predict the product of the given reaction. (1) The product is: [CH:12]1([CH2:11][CH:8]([C:5]2[CH:6]=[N:7][C:2]([C:20]([O:22][CH2:23][CH3:24])=[CH2:21])=[CH:3][CH:4]=2)[C:9]#[N:10])[CH2:14][CH2:13]1. Given the reactants Cl[C:2]1[N:7]=[CH:6][C:5]([CH:8]([CH2:11][CH:12]2[CH2:14][CH2:13]2)[C:9]#[N:10])=[CH:4][CH:3]=1.C([Sn](CCCC)(CCCC)[C:20]([O:22][CH2:23][CH3:24])=[CH2:21])CCC.[Li+].[Cl-], predict the reaction product. (2) Given the reactants P(Cl)(Cl)(Cl)=O.[CH3:6][O:7][C:8]1[CH:9]=[C:10]([CH2:14][CH2:15][NH:16][CH:17]=O)[CH:11]=[CH:12][CH:13]=1, predict the reaction product. The product is: [CH3:6][O:7][C:8]1[CH:9]=[C:10]2[C:11](=[CH:12][CH:13]=1)[CH:17]=[N:16][CH2:15][CH2:14]2. (3) Given the reactants [C:1]1([S:7]([NH:10][C:11]2[CH:12]=[C:13]([C:19]3[S:23][C:22]([NH:24][C:25](=[O:27])[CH3:26])=[N:21][C:20]=3[CH2:28][N:29]3[CH2:34][CH2:33][N:32]([CH3:35])[CH2:31][CH2:30]3)[C:14](Br)=[N:15][C:16]=2[Cl:17])(=[O:9])=[O:8])[CH:6]=[CH:5][CH:4]=[CH:3][CH:2]=1.C([Li])(C)(C)C.[Cl-].[NH4+], predict the reaction product. The product is: [C:1]1([S:7]([NH:10][C:11]2[CH:12]=[C:13]([C:19]3[S:23][C:22]([NH:24][C:25](=[O:27])[CH3:26])=[N:21][C:20]=3[CH2:28][N:29]3[CH2:34][CH2:33][N:32]([CH3:35])[CH2:31][CH2:30]3)[CH:14]=[N:15][C:16]=2[Cl:17])(=[O:8])=[O:9])[CH:2]=[CH:3][CH:4]=[CH:5][CH:6]=1.